This data is from Reaction yield outcomes from USPTO patents with 853,638 reactions. The task is: Predict the reaction yield, written as a fraction of the theoretical maximum amount of product (1.0 means a 100% yield; for example, 0.34 means a 34% yield). (1) The reactants are [OH-:1].[Na+].[I-].[CH3:4][N+:5]1[C:18]2[C:17]3[C:12](=[CH:13][CH:14]=[CH:15][N:16]=3)[C:11]3[CH:19]=[CH:20][CH:21]=[CH:22][C:10]=3[C:9]=2[CH:8]=[CH:7][CH:6]=1. The catalyst is O.C(Cl)(Cl)Cl. The product is [CH3:4][N:5]1[C:18]2[C:17]3[C:12](=[CH:13][CH:14]=[CH:15][N:16]=3)[C:11]3[CH:19]=[CH:20][CH:21]=[CH:22][C:10]=3[C:9]=2[CH:8]=[CH:7][C:6]1=[O:1]. The yield is 0.810. (2) The reactants are [N+:1]([C:4]1[CH:25]=[CH:24][CH:23]=[CH:22][C:5]=1[CH2:6][NH:7][CH2:8][CH:9]1[CH2:14][CH2:13][N:12]([C:15]([O:17][C:18]([CH3:21])([CH3:20])[CH3:19])=[O:16])[CH2:11][CH2:10]1)([O-])=O. The catalyst is CO.[C].[Pd]. The product is [NH2:1][C:4]1[CH:25]=[CH:24][CH:23]=[CH:22][C:5]=1[CH2:6][NH:7][CH2:8][CH:9]1[CH2:10][CH2:11][N:12]([C:15]([O:17][C:18]([CH3:20])([CH3:21])[CH3:19])=[O:16])[CH2:13][CH2:14]1. The yield is 0.880. (3) The reactants are [H-].[H-].[H-].[H-].[Li+].[Al+3].[F:7][C:8]1[CH:9]=[C:10]([NH:15][CH:16]=O)[CH:11]=[C:12]([F:14])[CH:13]=1. The catalyst is C1COCC1. The product is [F:7][C:8]1[CH:9]=[C:10]([CH:11]=[C:12]([F:14])[CH:13]=1)[NH:15][CH3:16]. The yield is 0.860.